From a dataset of Forward reaction prediction with 1.9M reactions from USPTO patents (1976-2016). Predict the product of the given reaction. (1) Given the reactants [N:1]1([C:5]([C:7]2[CH:16]=[CH:15][C:14]3[C:9](=[C:10](Br)[CH:11]=[N:12][CH:13]=3)[N:8]=2)=[O:6])[CH2:4][CH2:3][CH2:2]1.[CH3:18][N:19]1[CH:23]=[C:22]([C:24]2[CH:29]=[CH:28][C:27](B3OC(C)(C)C(C)(C)O3)=[CH:26][CH:25]=2)[CH:21]=[N:20]1.C(Cl)Cl.C(=O)([O-])[O-].[Na+].[Na+].O, predict the reaction product. The product is: [N:1]1([C:5]([C:7]2[CH:16]=[CH:15][C:14]3[C:9](=[C:10]([C:27]4[CH:26]=[CH:25][C:24]([C:22]5[CH:21]=[N:20][N:19]([CH3:18])[CH:23]=5)=[CH:29][CH:28]=4)[CH:11]=[N:12][CH:13]=3)[N:8]=2)=[O:6])[CH2:4][CH2:3][CH2:2]1. (2) Given the reactants [N+:1]([C:4]1[CH:9]=[CH:8][C:7]([CH2:10][CH2:11][S:12]([OH:15])(=O)=[O:13])=[CH:6][CH:5]=1)([O-:3])=[O:2].S(Cl)(Cl)=O.S(Cl)(Cl)(=O)=O.[CH3:25][NH:26][CH3:27], predict the reaction product. The product is: [CH3:25][N:26]([CH3:27])[S:12]([CH2:11][CH2:10][C:7]1[CH:8]=[CH:9][C:4]([N+:1]([O-:3])=[O:2])=[CH:5][CH:6]=1)(=[O:15])=[O:13]. (3) Given the reactants [NH2:1][C:2]1([C:8]([OH:10])=[O:9])[CH2:7][CH2:6][CH2:5][CH2:4][CH2:3]1.[OH-].[Na+].[C:13](O[C:13]([O:15][C:16]([CH3:19])([CH3:18])[CH3:17])=[O:14])([O:15][C:16]([CH3:19])([CH3:18])[CH3:17])=[O:14], predict the reaction product. The product is: [C:16]([O:15][C:13]([NH:1][C:2]1([C:8]([OH:10])=[O:9])[CH2:7][CH2:6][CH2:5][CH2:4][CH2:3]1)=[O:14])([CH3:19])([CH3:18])[CH3:17]. (4) Given the reactants C=[C:2]1[CH:7]([CH2:8][CH2:9][CH2:10][CH:11]=C)[CH2:6][CH2:5][O:4][CH2:3]1, predict the reaction product. The product is: [CH2:3]1[C:2]2[CH:7]([CH2:8][CH2:9][CH2:10][CH:11]=2)[CH2:6][CH2:5][O:4]1. (5) Given the reactants Br[C:2]1[CH:3]=[C:4]2[C:8](=[CH:9][C:10]=1[O:11][CH2:12][CH2:13][CH3:14])[CH2:7][CH2:6][CH2:5]2.C(=[NH:28])(C1C=CC=CC=1)C1C=CC=CC=1.CC1(C)C2C=CC=C(P(C3C=CC=CC=3)C3C=CC=CC=3)C=2OC2C1=CC=CC=2P(C1C=CC=CC=1)C1C=CC=CC=1.C(=O)([O-])[O-].[Cs+].[Cs+].[Cl-].[NH4+], predict the reaction product. The product is: [CH2:12]([O:11][C:10]1[CH:9]=[C:8]2[C:4]([CH2:5][CH2:6][CH2:7]2)=[CH:3][C:2]=1[NH2:28])[CH2:13][CH3:14].